This data is from NCI-60 drug combinations with 297,098 pairs across 59 cell lines. The task is: Regression. Given two drug SMILES strings and cell line genomic features, predict the synergy score measuring deviation from expected non-interaction effect. (1) Drug 1: C1CCC(CC1)NC(=O)N(CCCl)N=O. Drug 2: CN(CCCl)CCCl.Cl. Cell line: SR. Synergy scores: CSS=78.8, Synergy_ZIP=2.27, Synergy_Bliss=1.53, Synergy_Loewe=0.789, Synergy_HSA=4.35. (2) Drug 2: C1=NC2=C(N1)C(=S)N=CN2. Drug 1: CCC(=C(C1=CC=CC=C1)C2=CC=C(C=C2)OCCN(C)C)C3=CC=CC=C3.C(C(=O)O)C(CC(=O)O)(C(=O)O)O. Synergy scores: CSS=33.6, Synergy_ZIP=16.4, Synergy_Bliss=16.8, Synergy_Loewe=-5.33, Synergy_HSA=13.1. Cell line: DU-145. (3) Drug 1: CCCS(=O)(=O)NC1=C(C(=C(C=C1)F)C(=O)C2=CNC3=C2C=C(C=N3)C4=CC=C(C=C4)Cl)F. Drug 2: CCC1(CC2CC(C3=C(CCN(C2)C1)C4=CC=CC=C4N3)(C5=C(C=C6C(=C5)C78CCN9C7C(C=CC9)(C(C(C8N6C=O)(C(=O)OC)O)OC(=O)C)CC)OC)C(=O)OC)O.OS(=O)(=O)O. Cell line: 786-0. Synergy scores: CSS=41.2, Synergy_ZIP=14.4, Synergy_Bliss=15.4, Synergy_Loewe=2.04, Synergy_HSA=14.5. (4) Drug 1: CC1=C2C(C(=O)C3(C(CC4C(C3C(C(C2(C)C)(CC1OC(=O)C(C(C5=CC=CC=C5)NC(=O)C6=CC=CC=C6)O)O)OC(=O)C7=CC=CC=C7)(CO4)OC(=O)C)O)C)OC(=O)C. Drug 2: C1=CN(C=N1)CC(O)(P(=O)(O)O)P(=O)(O)O. Cell line: T-47D. Synergy scores: CSS=4.03, Synergy_ZIP=2.71, Synergy_Bliss=2.53, Synergy_Loewe=-3.02, Synergy_HSA=2.56. (5) Drug 1: CC=C1C(=O)NC(C(=O)OC2CC(=O)NC(C(=O)NC(CSSCCC=C2)C(=O)N1)C(C)C)C(C)C. Drug 2: CC1=C(C(=O)C2=C(C1=O)N3CC4C(C3(C2COC(=O)N)OC)N4)N. Cell line: SNB-19. Synergy scores: CSS=57.9, Synergy_ZIP=2.73, Synergy_Bliss=4.41, Synergy_Loewe=-8.18, Synergy_HSA=5.37. (6) Drug 1: C1=CC(=CC=C1CC(C(=O)O)N)N(CCCl)CCCl.Cl. Drug 2: CC1=C(C(CCC1)(C)C)C=CC(=CC=CC(=CC(=O)O)C)C. Cell line: SK-MEL-28. Synergy scores: CSS=1.01, Synergy_ZIP=5.78, Synergy_Bliss=2.76, Synergy_Loewe=-3.26, Synergy_HSA=-2.32. (7) Drug 1: C1=NC2=C(N=C(N=C2N1C3C(C(C(O3)CO)O)F)Cl)N. Drug 2: C1CN1C2=NC(=NC(=N2)N3CC3)N4CC4. Cell line: ACHN. Synergy scores: CSS=58.6, Synergy_ZIP=1.43, Synergy_Bliss=3.98, Synergy_Loewe=4.92, Synergy_HSA=5.54. (8) Drug 1: CCC1(CC2CC(C3=C(CCN(C2)C1)C4=CC=CC=C4N3)(C5=C(C=C6C(=C5)C78CCN9C7C(C=CC9)(C(C(C8N6C=O)(C(=O)OC)O)OC(=O)C)CC)OC)C(=O)OC)O.OS(=O)(=O)O. Drug 2: CS(=O)(=O)OCCCCOS(=O)(=O)C. Cell line: HCT-15. Synergy scores: CSS=1.49, Synergy_ZIP=1.16, Synergy_Bliss=-2.17, Synergy_Loewe=-0.258, Synergy_HSA=-3.21. (9) Drug 1: C1=NC2=C(N1)C(=S)N=CN2. Drug 2: C1CN(P(=O)(OC1)NCCCl)CCCl. Cell line: BT-549. Synergy scores: CSS=19.7, Synergy_ZIP=-7.71, Synergy_Bliss=1.19, Synergy_Loewe=-25.6, Synergy_HSA=-0.174. (10) Drug 1: CN(CCCl)CCCl.Cl. Drug 2: CC1=C(C(=O)C2=C(C1=O)N3CC4C(C3(C2COC(=O)N)OC)N4)N. Cell line: RPMI-8226. Synergy scores: CSS=43.1, Synergy_ZIP=1.19, Synergy_Bliss=2.59, Synergy_Loewe=-0.161, Synergy_HSA=4.63.